Dataset: NCI-60 drug combinations with 297,098 pairs across 59 cell lines. Task: Regression. Given two drug SMILES strings and cell line genomic features, predict the synergy score measuring deviation from expected non-interaction effect. (1) Drug 1: C(=O)(N)NO. Drug 2: CN(CCCl)CCCl.Cl. Cell line: MALME-3M. Synergy scores: CSS=7.12, Synergy_ZIP=-4.54, Synergy_Bliss=-0.187, Synergy_Loewe=-3.79, Synergy_HSA=0.913. (2) Drug 1: CC1C(C(CC(O1)OC2CC(CC3=C2C(=C4C(=C3O)C(=O)C5=C(C4=O)C(=CC=C5)OC)O)(C(=O)C)O)N)O.Cl. Drug 2: COC1=NC(=NC2=C1N=CN2C3C(C(C(O3)CO)O)O)N. Cell line: M14. Synergy scores: CSS=1.56, Synergy_ZIP=3.81, Synergy_Bliss=8.56, Synergy_Loewe=-3.38, Synergy_HSA=2.41. (3) Drug 1: COC1=C(C=C2C(=C1)N=CN=C2NC3=CC(=C(C=C3)F)Cl)OCCCN4CCOCC4. Drug 2: C#CCC(CC1=CN=C2C(=N1)C(=NC(=N2)N)N)C3=CC=C(C=C3)C(=O)NC(CCC(=O)O)C(=O)O. Cell line: MOLT-4. Synergy scores: CSS=13.5, Synergy_ZIP=-3.30, Synergy_Bliss=2.72, Synergy_Loewe=3.68, Synergy_HSA=3.18.